Dataset: Forward reaction prediction with 1.9M reactions from USPTO patents (1976-2016). Task: Predict the product of the given reaction. (1) Given the reactants [CH3:1][C:2]1[CH:7]=[CH:6][C:5]([CH3:8])=[CH:4][C:3]=1[SH:9].[CH2:10](Cl)[C:11](=[CH2:13])[CH3:12].C(=O)([O-])[O-].[K+].[K+], predict the reaction product. The product is: [CH3:10][CH:11]([CH2:13][S:9][C:3]1[CH:4]=[C:5]([CH3:8])[CH:6]=[CH:7][C:2]=1[CH3:1])[CH3:12]. (2) Given the reactants [F:1][C:2]1[CH:3]=[CH:4][C:5]([O:45][CH3:46])=[C:6]([C:8]([CH3:44])([CH3:43])[CH2:9][C:10]([OH:42])([C:38]([F:41])([F:40])[F:39])[CH2:11][NH:12][C:13]2[CH:21]=[C:20]([CH3:22])[CH:19]=[C:18]3[C:14]=2[CH:15]=[N:16][N:17]3[C:23]2[CH:24]=[C:25]([C:29]([NH:31][C@@H:32]([C:35]([OH:37])=O)[CH2:33][OH:34])=[O:30])[CH:26]=[CH:27][CH:28]=2)[CH:7]=1.[NH3:47], predict the reaction product. The product is: [NH2:47][C:35](=[O:37])[C@H:32]([NH:31][C:29](=[O:30])[C:25]1[CH:26]=[CH:27][CH:28]=[C:23]([N:17]2[C:18]3[C:14](=[C:13]([NH:12][CH2:11][C:10]([OH:42])([C:38]([F:41])([F:40])[F:39])[CH2:9][C:8]([C:6]4[CH:7]=[C:2]([F:1])[CH:3]=[CH:4][C:5]=4[O:45][CH3:46])([CH3:44])[CH3:43])[CH:21]=[C:20]([CH3:22])[CH:19]=3)[CH:15]=[N:16]2)[CH:24]=1)[CH2:33][OH:34].